Dataset: Forward reaction prediction with 1.9M reactions from USPTO patents (1976-2016). Task: Predict the product of the given reaction. (1) Given the reactants S(=O)(=O)(O)O.[NH2:6][C@H:7]([CH2:15]O)[CH2:8][C:9]1[CH:14]=[CH:13][CH:12]=[CH:11][CH:10]=1, predict the reaction product. The product is: [CH2:8]([C@H:7]1[CH2:15][NH:6]1)[C:9]1[CH:14]=[CH:13][CH:12]=[CH:11][CH:10]=1. (2) Given the reactants I[C:2]1[N:3]=[CH:4][N:5]([C:7]([C:20]2[CH:25]=[CH:24][CH:23]=[CH:22][CH:21]=2)([C:14]2[CH:19]=[CH:18][CH:17]=[CH:16][CH:15]=2)[C:8]2[CH:13]=[CH:12][CH:11]=[CH:10][CH:9]=2)[CH:6]=1.C([Mg]Br)C.[O:30]1[C:35]2[CH:36]=[CH:37][CH:38]=[C:39]([CH:40]=[O:41])[C:34]=2[O:33][CH2:32][CH2:31]1, predict the reaction product. The product is: [O:30]1[C:35]2[CH:36]=[CH:37][CH:38]=[C:39]([CH:40]([C:2]3[N:3]=[CH:4][N:5]([C:7]([C:8]4[CH:9]=[CH:10][CH:11]=[CH:12][CH:13]=4)([C:14]4[CH:19]=[CH:18][CH:17]=[CH:16][CH:15]=4)[C:20]4[CH:25]=[CH:24][CH:23]=[CH:22][CH:21]=4)[CH:6]=3)[OH:41])[C:34]=2[O:33][CH2:32][CH2:31]1.